From a dataset of Reaction yield outcomes from USPTO patents with 853,638 reactions. Predict the reaction yield, written as a fraction of the theoretical maximum amount of product (1.0 means a 100% yield; for example, 0.34 means a 34% yield). (1) The reactants are [NH2:1][CH2:2][CH2:3][CH2:4][C:5]([OH:7])=[O:6].[C:8]1(=O)[O:13][C:11](=[O:12])[CH:10]=[CH:9]1. The catalyst is C(O)(=O)C. The product is [O:12]=[C:11]1[CH:10]=[CH:9][C:8](=[O:13])[N:1]1[CH2:2][CH2:3][CH2:4][C:5]([OH:7])=[O:6]. The yield is 0.480. (2) The reactants are [Br:1][C:2]1[CH:3]=[C:4]([CH2:8][NH2:9])[CH:5]=[CH:6][CH:7]=1.[CH3:10][O:11][CH2:12][CH2:13][C:14](O)=[O:15].CN(C(ON1N=NC2C=CC=NC1=2)=[N+](C)C)C.F[P-](F)(F)(F)(F)F.CCN(C(C)C)C(C)C. The catalyst is C(Cl)Cl. The product is [Br:1][C:2]1[CH:3]=[C:4]([CH:5]=[CH:6][CH:7]=1)[CH2:8][NH:9][C:14](=[O:15])[CH2:13][CH2:12][O:11][CH3:10]. The yield is 0.680. (3) The reactants are [S:1]1[C:5]2[CH:6]=[CH:7][CH:8]=[CH:9][C:4]=2[N:3]=[C:2]1[NH:10][C:11]([N:13]1[C:21]2[C:16](=[CH:17][CH:18]=[C:19]([C:22]3[S:23][CH:24]=[C:25]([C:27]([O:29]CC)=[O:28])[N:26]=3)[CH:20]=2)[CH2:15][CH2:14]1)=[O:12].[Li+].[OH-].O.Cl. The catalyst is CO.CCOC(C)=O. The product is [S:1]1[C:5]2[CH:6]=[CH:7][CH:8]=[CH:9][C:4]=2[N:3]=[C:2]1[NH:10][C:11]([N:13]1[C:21]2[C:16](=[CH:17][CH:18]=[C:19]([C:22]3[S:23][CH:24]=[C:25]([C:27]([OH:29])=[O:28])[N:26]=3)[CH:20]=2)[CH2:15][CH2:14]1)=[O:12]. The yield is 0.140. (4) The reactants are [NH2:1][C@H:2](C(N)=O)[CH2:3][C:4]1C=CC(O)=C[CH:5]=1.Cl.C([N:17]([CH2:20]C)[CH2:18][CH3:19])C.FC(F)(F)C(OC1C(F)=C(F)C(F)=C(F)C=1F)=O. No catalyst specified. The product is [N:17]1[C:18]2[CH:19]=[CH:5][CH:4]=[CH:3][C:2]=2[NH:1][CH:20]=1. The yield is 0.500.